Task: Predict which catalyst facilitates the given reaction.. Dataset: Catalyst prediction with 721,799 reactions and 888 catalyst types from USPTO (1) Reactant: [OH-].[Na+].[CH:3](=O)[C:4]1[CH:9]=[CH:8][CH:7]=[CH:6][CH:5]=1.[CH3:11][C:12]([C:14]1[CH:19]=[C:18]([Cl:20])[CH:17]=[CH:16][C:15]=1[OH:21])=[O:13]. Product: [Cl:20][C:18]1[CH:17]=[CH:16][C:15]([OH:21])=[C:14]([C:12](=[O:13])/[CH:11]=[CH:3]/[C:4]2[CH:9]=[CH:8][CH:7]=[CH:6][CH:5]=2)[CH:19]=1. The catalyst class is: 72. (2) The catalyst class is: 4. Product: [CH3:28][C:16]1([N:13]2[CH2:14][CH2:15][CH:10]([N:9]3[C:3]4[CH:4]=[CH:5][C:6]([CH3:8])=[CH:7][C:2]=4[NH:1][C:39]3=[O:41])[CH2:11][CH2:12]2)[CH2:20][CH2:19][N:18]([C:21]([O:23][C:24]([CH3:27])([CH3:26])[CH3:25])=[O:22])[CH2:17]1. Reactant: [NH2:1][C:2]1[CH:7]=[C:6]([CH3:8])[CH:5]=[CH:4][C:3]=1[NH:9][CH:10]1[CH2:15][CH2:14][N:13]([C:16]2([CH3:28])[CH2:20][CH2:19][N:18]([C:21]([O:23][C:24]([CH3:27])([CH3:26])[CH3:25])=[O:22])[CH2:17]2)[CH2:12][CH2:11]1.CCN(C(C)C)C(C)C.Cl[C:39](Cl)([O:41]C(=O)OC(Cl)(Cl)Cl)Cl.[OH-].[Na+]. (3) The catalyst class is: 13. Reactant: [OH:1][C:2]1[C:11]([CH3:12])=[CH:10][CH:9]=[CH:8][C:3]=1[C:4]([O:6][CH3:7])=[O:5].CN(C)C=O.C([O-])([O-])=O.[Cs+].[Cs+].Br[CH2:25][C:26]1[CH:31]=[CH:30][CH:29]=[CH:28][CH:27]=1. Product: [CH2:25]([O:1][C:2]1[C:11]([CH3:12])=[CH:10][CH:9]=[CH:8][C:3]=1[C:4]([O:6][CH3:7])=[O:5])[C:26]1[CH:31]=[CH:30][CH:29]=[CH:28][CH:27]=1. (4) Reactant: C[N+]1([O-])CC[O:5]CC1.[CH2:9]([C:11]12CC=[C:33]([C:36]([F:39])([F:38])[F:37])[CH2:32][CH:12]1CC[CH2:15][C:16]1[C:17]2=[CH:18][C:19]2[CH:20]=[N:21][N:22]([C:25]3[CH:30]=[CH:29][C:28]([F:31])=[CH:27][CH:26]=3)[C:23]=2[CH:24]=1)[CH3:10].C(C12CCC(C(F)(F)F)=CC1CCCC1C2=CC2C=NN(C3C=CC(F)=CC=3)C=2C=1)C.[CH2:71]1[CH2:75][O:74][CH2:73][CH2:72]1. Product: [CH2:9]([C:11]12[CH2:12][CH2:32][C:33]([C:36]([F:39])([F:38])[F:37])([OH:5])[CH:73]([OH:74])[CH:72]1[CH2:71][CH2:75][CH2:15][C:16]1[C:17]2=[CH:18][C:19]2[CH:20]=[N:21][N:22]([C:25]3[CH:30]=[CH:29][C:28]([F:31])=[CH:27][CH:26]=3)[C:23]=2[CH:24]=1)[CH3:10]. The catalyst class is: 6.